This data is from Experimentally validated miRNA-target interactions with 360,000+ pairs, plus equal number of negative samples. The task is: Binary Classification. Given a miRNA mature sequence and a target amino acid sequence, predict their likelihood of interaction. The miRNA is hsa-miR-199a-3p with sequence ACAGUAGUCUGCACAUUGGUUA. The protein sequence of the target gene is MSHWAPEWKRAEANPRDLGASWDVRGSRGSGWSGPFGHQGPRAAGSREPPLCFKIKNNMVGVVIGYSGSKIKDLQHSTNTKIQIINGESEAKVRIFGNREMKAKAKAAIETLIRKQESYNSESSVDNAASQTPIGRNLGRNDIVGEAEPLSNWDRIRAAVVECEKRKWADLPPVKKNFYIESKATSCMSEMQVINWRKENFNITCDDLKSGEKRLIPKPTCRFKDAFQQYPDLLKSIIRVGIVKPTPIQSQAWPIILQGIDLIVVAQTGTGKTLSYLMPGFIHLDSQPISREQRNGPGML.... Result: 0 (no interaction).